The task is: Predict the reactants needed to synthesize the given product.. This data is from Full USPTO retrosynthesis dataset with 1.9M reactions from patents (1976-2016). The reactants are: Cl.[NH2:2][OH:3].[CH:4]1([C:7]([C:9]2[O:10][C:11]([C:22]3[CH:27]=[CH:26][C:25]([O:28][CH2:29][CH2:30][OH:31])=[CH:24][CH:23]=3)=[C:12]([C:14]3[CH:15]=[N:16][C:17]([O:20][CH3:21])=[CH:18][CH:19]=3)[N:13]=2)=O)[CH2:6][CH2:5]1. Given the product [CH:4]1(/[C:7](/[C:9]2[O:10][C:11]([C:22]3[CH:27]=[CH:26][C:25]([O:28][CH2:29][CH2:30][OH:31])=[CH:24][CH:23]=3)=[C:12]([C:14]3[CH:15]=[N:16][C:17]([O:20][CH3:21])=[CH:18][CH:19]=3)[N:13]=2)=[N:2]\[OH:3])[CH2:6][CH2:5]1, predict the reactants needed to synthesize it.